This data is from Full USPTO retrosynthesis dataset with 1.9M reactions from patents (1976-2016). The task is: Predict the reactants needed to synthesize the given product. (1) Given the product [Br:1][C:2]1[CH:3]=[C:4]([N:23]2[C:24]3[C:29](=[CH:28][CH:27]=[CH:26][CH:25]=3)[C:16]([CH3:30])([CH3:15])[C:17]3[CH:18]=[CH:19][CH:20]=[CH:21][C:22]2=3)[CH:5]=[CH:6][CH:7]=1, predict the reactants needed to synthesize it. The reactants are: [Br:1][C:2]1[CH:7]=[CH:6][CH:5]=[C:4](I)[CH:3]=1.CC(C)([O-])C.[Na+].[CH3:15][C:16]1([CH3:30])[C:29]2[CH:28]=[CH:27][CH:26]=[CH:25][C:24]=2[NH:23][C:22]2[C:17]1=[CH:18][CH:19]=[CH:20][CH:21]=2.O. (2) The reactants are: [C:1]([C:3]1([NH:6][C:7]([C@@H:9]2[CH2:13][C@@H:12]([S:14]([C:17]3[CH:22]=[CH:21][C:20](F)=[CH:19][C:18]=3[C:24]([F:27])([F:26])[F:25])(=[O:16])=[O:15])[CH2:11][N:10]2[C:28]2[N:29]([CH:34]3[CH2:39][CH2:38][O:37][CH2:36][CH2:35]3)[N:30]=[C:31]([CH3:33])[CH:32]=2)=[O:8])[CH2:5][CH2:4]1)#[N:2].[CH3:40][N:41]1[CH2:46][CH2:45][NH:44][CH2:43][CH2:42]1. Given the product [C:1]([C:3]1([NH:6][C:7]([C@@H:9]2[CH2:13][C@@H:12]([S:14]([C:17]3[CH:22]=[CH:21][C:20]([N:44]4[CH2:45][CH2:46][N:41]([CH3:40])[CH2:42][CH2:43]4)=[CH:19][C:18]=3[C:24]([F:27])([F:26])[F:25])(=[O:15])=[O:16])[CH2:11][N:10]2[C:28]2[N:29]([CH:34]3[CH2:35][CH2:36][O:37][CH2:38][CH2:39]3)[N:30]=[C:31]([CH3:33])[CH:32]=2)=[O:8])[CH2:4][CH2:5]1)#[N:2], predict the reactants needed to synthesize it. (3) Given the product [OH:1][C:2]1[CH:7]=[CH:6][C:5]([N:8]([C:49]2[CH:50]=[CH:51][CH:52]=[CH:53][CH:54]=2)[C:9]([C:11]2[CH:12]=[C:13]([C:20]3[CH:21]=[C:22]4[C:26](=[CH:27][C:28]=3[C:29]([N:31]3[C@H:40]([CH3:41])[CH2:39][C:38]5[C:33](=[CH:34][CH:35]=[CH:36][CH:37]=5)[CH2:32]3)=[O:30])[CH2:25][NH:24][CH2:23]4)[N:14]3[C:19]=2[CH2:18][CH2:17][CH2:16][CH2:15]3)=[O:10])=[CH:4][CH:3]=1, predict the reactants needed to synthesize it. The reactants are: [OH:1][C:2]1[CH:7]=[CH:6][C:5]([N:8]([C:49]2[CH:54]=[CH:53][CH:52]=[CH:51][CH:50]=2)[C:9]([C:11]2[CH:12]=[C:13]([C:20]3[CH:21]=[C:22]4[C:26](=[CH:27][C:28]=3[C:29]([N:31]3[C@H:40]([CH3:41])[CH2:39][C:38]5[C:33](=[CH:34][CH:35]=[CH:36][CH:37]=5)[CH2:32]3)=[O:30])[CH2:25][N:24](C(OC(C)(C)C)=O)[CH2:23]4)[N:14]3[C:19]=2[CH2:18][CH2:17][CH2:16][CH2:15]3)=[O:10])=[CH:4][CH:3]=1.FC(F)(F)C(O)=O. (4) The reactants are: [Cl:1][C:2]1[CH:3]=[C:4]([O:21][CH3:22])[CH:5]=[C:6]2[C:11]=1[O:10][CH:9]([C:12]([F:15])([F:14])[F:13])[C:8]([C:16]([O:18][CH2:19][CH3:20])=[O:17])=[CH:7]2.[Cl:23]Cl. Given the product [Cl:23][C:5]1[C:4]([O:21][CH3:22])=[CH:3][C:2]([Cl:1])=[C:11]2[C:6]=1[CH:7]=[C:8]([C:16]([O:18][CH2:19][CH3:20])=[O:17])[CH:9]([C:12]([F:15])([F:14])[F:13])[O:10]2, predict the reactants needed to synthesize it. (5) Given the product [Br:1][C:2]1[CH:3]=[CH:4][C:5]2[C:6]3[NH:18][N:17]=[CH:13][C:7]=3[C:8](=[O:12])[NH:9][C:10]=2[CH:11]=1, predict the reactants needed to synthesize it. The reactants are: [Br:1][C:2]1[CH:11]=[C:10]2[C:5]([C:6](Cl)=[C:7]([CH:13]=O)[C:8](=[O:12])[NH:9]2)=[CH:4][CH:3]=1.O.[NH2:17][NH2:18].